Dataset: hERG potassium channel inhibition data for cardiac toxicity prediction from Karim et al.. Task: Regression/Classification. Given a drug SMILES string, predict its toxicity properties. Task type varies by dataset: regression for continuous values (e.g., LD50, hERG inhibition percentage) or binary classification for toxic/non-toxic outcomes (e.g., AMES mutagenicity, cardiotoxicity, hepatotoxicity). Dataset: herg_karim. (1) The molecule is Nc1ncc(-c2ccc(C(=O)N3CCOCC3)cc2)cc1-c1ccc(C(F)(F)F)nc1. The result is 0 (non-blocker). (2) The compound is O=C(NC(c1ccc(Cl)cc1)c1ccc(F)cn1)[C@@H]1CC[C@@H](N2CCOCC2)C[C@H]1c1ccc(Br)cc1. The result is 1 (blocker). (3) The drug is Cc1cc[n+]([O-])c(C)c1C(=O)N1CCC(C)(N2CCC(N(Cc3cccc(C#N)c3)c3ccccc3)CC2)CC1. The result is 1 (blocker). (4) The compound is CC[C@H](C)[C@H](C(=O)O)N1CC(CN2CCC(c3cc(Cc4ccccc4)nn3CC)CC2)[C@@H](c2cccc(F)c2)C1. The result is 0 (non-blocker). (5) The drug is Cc1cccnc1CN1CCC2(CC1)C(=O)N(c1ccc(-c3ccccc3)cc1)c1ccccc12. The result is 1 (blocker).